Predict the reactants needed to synthesize the given product. From a dataset of Full USPTO retrosynthesis dataset with 1.9M reactions from patents (1976-2016). (1) Given the product [CH2:9]([O:8][C:6]([C:4]1[CH:5]=[N:1][N:2]([C:12]2[NH:21][C:20](=[O:22])[C:19]3[C:14](=[CH:15][CH:16]=[C:17]([N+:23]([O-:25])=[O:24])[CH:18]=3)[N:13]=2)[CH:3]=1)=[O:7])[CH3:10], predict the reactants needed to synthesize it. The reactants are: [NH:1]1[CH:5]=[C:4]([C:6]([O:8][CH2:9][CH3:10])=[O:7])[CH:3]=[N:2]1.Cl[C:12]1[NH:21][C:20](=[O:22])[C:19]2[C:14](=[CH:15][CH:16]=[C:17]([N+:23]([O-:25])=[O:24])[CH:18]=2)[N:13]=1. (2) The reactants are: [ClH:1].[NH2:2][C:3]1[N:7]([C:8]2[CH:13]=[CH:12][C:11]([O:14][CH3:15])=[CH:10][CH:9]=2)[N:6]=[CH:5][C:4]=1[N:16]=O.[H][H]. Given the product [ClH:1].[ClH:1].[CH3:15][O:14][C:11]1[CH:10]=[CH:9][C:8]([N:7]2[C:3]([NH2:2])=[C:4]([NH2:16])[CH:5]=[N:6]2)=[CH:13][CH:12]=1, predict the reactants needed to synthesize it. (3) Given the product [Cl:1][C:2]1[CH:3]=[CH:4][C:5]2[NH:11][C:10](=[O:12])[CH2:9][C:8]3[CH:13]=[N:30][C:29]([CH2:28][C:21]4[C:22]5[C:27](=[CH:26][CH:25]=[CH:24][CH:23]=5)[NH:19][CH:20]=4)=[N:31][C:7]=3[C:6]=2[CH:18]=1, predict the reactants needed to synthesize it. The reactants are: [Cl:1][C:2]1[CH:3]=[CH:4][C:5]2[NH:11][C:10](=[O:12])[CH2:9][C:8](=[CH:13]N(C)C)[C:7](=O)[C:6]=2[CH:18]=1.[NH:19]1[C:27]2[C:22](=[CH:23][CH:24]=[CH:25][CH:26]=2)[C:21]([CH2:28][C:29]([NH2:31])=[NH:30])=[CH:20]1. (4) The reactants are: [CH2:1]1[C:9]2[C:4](=[CH:5][CH:6]=[CH:7][CH:8]=2)[CH2:3][C:2]1=O.[ClH:11].[CH3:12][NH2:13].[C-:14]#[N:15].[K+]. Given the product [ClH:11].[CH3:12][NH:13][C:2]1([C:14]#[N:15])[CH2:3][C:4]2[C:9](=[CH:8][CH:7]=[CH:6][CH:5]=2)[CH2:1]1, predict the reactants needed to synthesize it. (5) Given the product [ClH:45].[ClH:45].[NH2:7][C@H:8]([CH2:34][C:35]1[CH:40]=[C:39]([F:41])[C:38]([F:42])=[CH:37][C:36]=1[F:43])[CH2:9][C:10]([N:12]1[CH2:17][CH2:16][N:15]2[C:18]([C:30]([F:31])([F:33])[F:32])=[N:19][C:20]([C:21]([N:23]3[CH2:28][CH2:27][N:26]([CH3:29])[CH2:25][CH2:24]3)=[O:22])=[C:14]2[CH2:13]1)=[O:11], predict the reactants needed to synthesize it. The reactants are: C(OC(=O)[NH:7][C@H:8]([CH2:34][C:35]1[CH:40]=[C:39]([F:41])[C:38]([F:42])=[CH:37][C:36]=1[F:43])[CH2:9][C:10]([N:12]1[CH2:17][CH2:16][N:15]2[C:18]([C:30]([F:33])([F:32])[F:31])=[N:19][C:20]([C:21]([N:23]3[CH2:28][CH2:27][N:26]([CH3:29])[CH2:25][CH2:24]3)=[O:22])=[C:14]2[CH2:13]1)=[O:11])(C)(C)C.[ClH:45]. (6) Given the product [CH3:11][C:2]1[S:20][C:19]([NH:18][C:13]2[N:14]=[CH:15][CH:16]=[CH:17][N:12]=2)=[N:21][C:3]=1[C:5]1[CH:10]=[CH:9][CH:8]=[CH:7][N:6]=1, predict the reactants needed to synthesize it. The reactants are: Br[CH:2]([CH3:11])[C:3]([C:5]1[CH:10]=[CH:9][CH:8]=[CH:7][N:6]=1)=O.[N:12]1[CH:17]=[CH:16][CH:15]=[N:14][C:13]=1[NH:18][C:19]([NH2:21])=[S:20].